Dataset: Reaction yield outcomes from USPTO patents with 853,638 reactions. Task: Predict the reaction yield, written as a fraction of the theoretical maximum amount of product (1.0 means a 100% yield; for example, 0.34 means a 34% yield). (1) The reactants are C[O:2][C:3](=O)[C:4]1[CH:9]=[CH:8][C:7]([CH3:10])=[C:6]([Br:11])[CH:5]=1.O.[NH2:14][NH2:15]. The catalyst is CO. The product is [Br:11][C:6]1[CH:5]=[C:4]([CH:9]=[CH:8][C:7]=1[CH3:10])[C:3]([NH:14][NH2:15])=[O:2]. The yield is 0.500. (2) The product is [Br:1][C:2]1[CH:7]=[C:6]([N+:8]([O-:10])=[O:9])[C:5]([NH:11][C:20](=[O:21])[CH3:19])=[C:4]([O:12][CH3:13])[CH:3]=1. The reactants are [Br:1][C:2]1[CH:7]=[C:6]([N+:8]([O-:10])=[O:9])[C:5]([NH2:11])=[C:4]([O:12][CH3:13])[CH:3]=1.OS(O)(=O)=O.[CH3:19][C:20](O)=[O:21]. The catalyst is CC(OC(C)=O)=O. The yield is 0.750. (3) The reactants are O[Li].O.C[O:5][C:6](=[O:25])[C:7]1[CH:12]=[C:11]([N:13]2[CH:17]=[N:16][N:15]=[N:14]2)[CH:10]=[C:9]([C:18]2[CH:23]=[CH:22][C:21]([CH3:24])=[CH:20][N:19]=2)[CH:8]=1. The catalyst is O.C1COCC1. The product is [CH3:24][C:21]1[CH:22]=[CH:23][C:18]([C:9]2[CH:8]=[C:7]([CH:12]=[C:11]([N:13]3[CH:17]=[N:16][N:15]=[N:14]3)[CH:10]=2)[C:6]([OH:25])=[O:5])=[N:19][CH:20]=1. The yield is 0.930. (4) The reactants are C(OC([NH:11][N:12]([C:19](=[O:28])[C:20]1[CH:25]=[C:24]([CH3:26])[CH:23]=[C:22]([CH3:27])[CH:21]=1)[C:13]([CH3:18])([CH3:17])[CH2:14][O:15][CH3:16])=O)C1C=CC=CC=1.COC.C(Cl)Cl.[SiH](CC)(CC)CC.CCN(CC)CC. The catalyst is C([O-])(=O)C.[Pd+2].C([O-])(=O)C.CCCCCC.C(OCC)(=O)C. The product is [CH3:16][O:15][CH2:14][C:13]([N:12]([C:19](=[O:28])[C:20]1[CH:21]=[C:22]([CH3:27])[CH:23]=[C:24]([CH3:26])[CH:25]=1)[NH2:11])([CH3:18])[CH3:17]. The yield is 0.800. (5) The reactants are C([O:3][C:4](=[O:22])[CH2:5][CH:6]([C@H:8]1[CH2:12][C:11]([F:14])([F:13])[CH2:10][N:9]1[C:15]([O:17][C:18]([CH3:21])([CH3:20])[CH3:19])=[O:16])[CH3:7])C.O[Li].O. The catalyst is C(O)C. The product is [C:18]([O:17][C:15]([N:9]1[CH2:10][C:11]([F:13])([F:14])[CH2:12][C@@H:8]1[CH:6]([CH3:7])[CH2:5][C:4]([OH:22])=[O:3])=[O:16])([CH3:21])([CH3:19])[CH3:20]. The yield is 0.840.